This data is from Forward reaction prediction with 1.9M reactions from USPTO patents (1976-2016). The task is: Predict the product of the given reaction. (1) Given the reactants C1([Mg]Br)C=CC=CC=1.[F:9][C:10]1[CH:11]=[C:12]([CH:16]=[CH:17][CH:18]=1)[CH2:13][CH2:14][NH2:15].C[O:20][C:21](=O)[CH:22]([CH:36]([CH3:38])[CH3:37])[C:23]([NH:25][C:26](=O)[C:27]1[CH:32]=[CH:31][CH:30]=[CH:29][C:28]=1[O:33][CH3:34])=[CH2:24].Cl, predict the reaction product. The product is: [F:9][C:10]1[CH:11]=[C:12]([CH2:13][CH2:14][N:15]2[C:21](=[O:20])[C:22]([CH:36]([CH3:37])[CH3:38])=[C:23]([CH3:24])[N:25]=[C:26]2[C:27]2[CH:32]=[CH:31][CH:30]=[CH:29][C:28]=2[O:33][CH3:34])[CH:16]=[CH:17][CH:18]=1. (2) Given the reactants [SH:1][C:2]1[CH:11]=[CH:10][C:5]([C:6]([O:8][CH3:9])=[O:7])=[CH:4][CH:3]=1.[CH3:12][NH:13][CH2:14][C:15]1[CH:20]=[CH:19][CH:18]=[CH:17][C:16]=1[C:21]([F:24])([F:23])[F:22], predict the reaction product. The product is: [CH3:12][N:13]([CH2:14][C:15]1[CH:20]=[CH:19][CH:18]=[CH:17][C:16]=1[C:21]([F:22])([F:23])[F:24])[C:6](=[O:7])[CH2:5][CH2:4][CH2:3][S:1][C:2]1[CH:3]=[CH:4][C:5]([C:6]([O:8][CH3:9])=[O:7])=[CH:10][CH:11]=1. (3) Given the reactants [CH3:1][C@H:2]1[CH:7]2[C:8]([CH3:10])([CH3:9])[CH:5]([CH2:6]2)[CH2:4][C@@H:3]1[NH2:11].F[B-](F)(F)F.N1(OC(N(C)C)=[N+](C)C)C2C=CC=CC=2N=N1.N[C@@H](CCSSCC[C@H](N)C(O)=O)C(O)=O.[CH3:50][N:51]([CH2:53][C@@H:54]([NH:62][CH2:63][C:64]1[CH:65]=[C:66]([CH:78]=[CH:79][CH:80]=1)[CH2:67][N:68]1[CH:72]([C:73](O)=[O:74])[CH2:71][CH2:70][S:69]1(=[O:77])=[O:76])[CH2:55][C:56]1[CH:61]=[CH:60][CH:59]=[CH:58][CH:57]=1)[CH3:52].C(N(CC)C(C)C)(C)C, predict the reaction product. The product is: [CH3:1][C@@H:2]1[C@@H:3]([NH:11][C:73]([CH:72]2[CH2:71][CH2:70][S:69](=[O:77])(=[O:76])[N:68]2[CH2:67][C:66]2[CH:78]=[CH:79][CH:80]=[C:64]([CH2:63][NH:62][C@H:54]([CH2:53][N:51]([CH3:50])[CH3:52])[CH2:55][C:56]3[CH:61]=[CH:60][CH:59]=[CH:58][CH:57]=3)[CH:65]=2)=[O:74])[CH2:4][C@H:5]2[CH2:6][C@@H:7]1[C:8]2([CH3:10])[CH3:9].